Dataset: Full USPTO retrosynthesis dataset with 1.9M reactions from patents (1976-2016). Task: Predict the reactants needed to synthesize the given product. (1) Given the product [CH:1]1([C@@H:6]2[NH:11][C:10](=[O:12])[C@H:9]([CH2:13][CH:14]([CH3:16])[CH3:15])[N:8]([C:31]([C:24]3[C:23]4[CH2:22][CH2:21][C:20]5[C:28]([C:27]=4[O:26][N:25]=3)=[CH:29][CH:30]=[C:18]([F:17])[CH:19]=5)=[O:32])[CH2:7]2)[CH2:2][CH2:3][CH2:4][CH2:5]1, predict the reactants needed to synthesize it. The reactants are: [CH:1]1([C@@H:6]2[NH:11][C:10](=[O:12])[C@H:9]([CH2:13][CH:14]([CH3:16])[CH3:15])[NH:8][CH2:7]2)[CH2:5][CH2:4][CH2:3][CH2:2]1.[F:17][C:18]1[CH:19]=[C:20]2[C:28](=[CH:29][CH:30]=1)[C:27]1[O:26][N:25]=[C:24]([C:31](O)=[O:32])[C:23]=1[CH2:22][CH2:21]2.C([C@@H]1N(C([C@@H]2C[C@H]2C2C=CC=CC=2)=O)C[C@H](CC(C)C)NC1=O)C(C)C. (2) Given the product [ClH:33].[CH3:1][CH:2]([CH3:32])[CH:3]([NH:11][C:12](=[O:31])[CH2:13][N:14]1[C:19](=[O:20])[C:18]([NH2:21])=[CH:17][N:16]=[C:15]1[C:25]1[CH:30]=[CH:29][CH:28]=[CH:27][CH:26]=1)[C:4]([C:6]1[S:7][CH:8]=[CH:9][N:10]=1)=[O:5], predict the reactants needed to synthesize it. The reactants are: [CH3:1][CH:2]([CH3:32])[CH:3]([NH:11][C:12](=[O:31])[CH2:13][N:14]1[C:19](=[O:20])[C:18]([NH:21]C(=O)C)=[CH:17][N:16]=[C:15]1[C:25]1[CH:30]=[CH:29][CH:28]=[CH:27][CH:26]=1)[C:4]([C:6]1[S:7][CH:8]=[CH:9][N:10]=1)=[O:5].[ClH:33]. (3) The reactants are: [Cl:1][C:2]1[CH:7]=[CH:6][C:5]([C:8]2[N:9]=[C:10]([C:21]([O:23]CC3C=CC=CC=3)=[O:22])[N:11]([CH3:20])[C:12]=2[C:13]2[CH:18]=[CH:17][C:16]([Cl:19])=[CH:15][CH:14]=2)=[CH:4][CH:3]=1.[OH-].[Na+]. Given the product [Cl:1][C:2]1[CH:3]=[CH:4][C:5]([C:8]2[N:9]=[C:10]([C:21]([OH:23])=[O:22])[N:11]([CH3:20])[C:12]=2[C:13]2[CH:18]=[CH:17][C:16]([Cl:19])=[CH:15][CH:14]=2)=[CH:6][CH:7]=1, predict the reactants needed to synthesize it. (4) Given the product [F:1][C:2]1[CH:3]=[C:4]([CH:8]=[CH:9][CH:10]=1)[C:5]([NH:11][C:12]1[CH:13]=[CH:14][C:15]([C:18](=[O:25])[CH2:19][CH2:20][C:21]([OH:23])=[O:22])=[CH:16][CH:17]=1)=[O:6], predict the reactants needed to synthesize it. The reactants are: [F:1][C:2]1[CH:3]=[C:4]([CH:8]=[CH:9][CH:10]=1)[C:5](Cl)=[O:6].[NH2:11][C:12]1[CH:17]=[CH:16][C:15]([C:18](=[O:25])[CH2:19][CH2:20][C:21]([O:23]C)=[O:22])=[CH:14][CH:13]=1. (5) Given the product [CH:3]1([CH2:9][C:10]#[C:11][Si:17]([C:16]#[C:15][CH:12]2[CH2:14][CH2:13]2)([CH2:20][CH3:21])[CH2:18][CH3:19])[CH2:8][CH2:7][CH2:6][CH2:5][CH2:4]1, predict the reactants needed to synthesize it. The reactants are: [OH-].[Na+].[CH:3]1([C:9]#[C:10][CH3:11])[CH2:8][CH2:7][CH2:6][CH2:5][CH2:4]1.[CH:12]1([C:15]#[CH:16])[CH2:14][CH2:13]1.[SiH2:17]([CH2:20][CH3:21])[CH2:18][CH3:19]. (6) Given the product [CH3:24][C:21]1[N:12]2[CH:13]=[C:14]([C:15]3[CH:20]=[CH:19][CH:18]=[CH:17][CH:16]=3)[C:9]([C:6]3[CH:7]=[CH:8][C:3]([CH:1]=[O:2])=[CH:4][CH:5]=3)=[N:10][C:11]2=[N:23][CH:22]=1, predict the reactants needed to synthesize it. The reactants are: [CH:1]([C:3]1[CH:8]=[CH:7][C:6]([C:9]2[C:14]([C:15]3[CH:20]=[CH:19][CH:18]=[CH:17][CH:16]=3)=[CH:13][N:12]3[C:21]([C:24]#N)=[CH:22][N:23]=[C:11]3[N:10]=2)=[CH:5][CH:4]=1)=[O:2].C[Zn]Cl. (7) Given the product [Cl:1][C:2]1[CH:3]=[CH:4][C:5]([C:8]2[C:12]([C:13]3[CH:18]=[CH:17][N:16]=[CH:15][N:14]=3)=[C:11]([CH:19]3[CH2:24][CH2:23][N:22]([CH2:40][C:39]4[CH:42]=[CH:43][C:36]([F:35])=[CH:37][CH:38]=4)[CH2:21][CH2:20]3)[NH:10][N:9]=2)=[CH:6][CH:7]=1, predict the reactants needed to synthesize it. The reactants are: [Cl:1][C:2]1[CH:7]=[CH:6][C:5]([C:8]2[C:12]([C:13]3[CH:18]=[CH:17][N:16]=[CH:15][N:14]=3)=[C:11]([CH:19]3[CH2:24][CH2:23][NH:22][CH2:21][CH2:20]3)[NH:10][N:9]=2)=[CH:4][CH:3]=1.C1COCC1.CN(C=O)C.[F:35][C:36]1[CH:43]=[CH:42][C:39]([CH:40]=O)=[CH:38][CH:37]=1.C(O[BH-](OC(=O)C)OC(=O)C)(=O)C.[Na+]. (8) The reactants are: [CH:1]([NH2:4])([CH3:3])[CH3:2].C(N(CC)C(C)C)(C)C.[Cl:14][C:15]1[N:20]=[C:19](Cl)[C:18]([N+:22]([O-:24])=[O:23])=[C:17]([NH:25][CH3:26])[N:16]=1. Given the product [Cl:14][C:15]1[N:20]=[C:19]([NH:4][CH:1]([CH3:3])[CH3:2])[C:18]([N+:22]([O-:24])=[O:23])=[C:17]([NH:25][CH3:26])[N:16]=1, predict the reactants needed to synthesize it. (9) Given the product [CH2:4]([O:6][C:7]1[C:16]([NH:17][S:39]([NH:42][C:43](=[O:49])[O:44][C:45]([CH3:47])([CH3:46])[CH3:48])(=[O:40])=[O:41])=[C:15]2[C:10]([C:11]([CH2:18][C:19]3[CH:20]=[C:21]([O:29][CH3:30])[C:22]([O:27][CH3:28])=[C:23]([O:25][CH3:26])[CH:24]=3)=[CH:12][N:13]=[CH:14]2)=[CH:9][CH:8]=1)[CH3:5], predict the reactants needed to synthesize it. The reactants are: Cl.Cl.Cl.[CH2:4]([O:6][C:7]1[C:16]([NH2:17])=[C:15]2[C:10]([C:11]([CH2:18][C:19]3[CH:24]=[C:23]([O:25][CH3:26])[C:22]([O:27][CH3:28])=[C:21]([O:29][CH3:30])[CH:20]=3)=[CH:12][N:13]=[CH:14]2)=[CH:9][CH:8]=1)[CH3:5].CS(Cl)(=O)=O.[OH-].[Na+].Cl[S:39]([NH:42][C:43](=[O:49])[O:44][C:45]([CH3:48])([CH3:47])[CH3:46])(=[O:41])=[O:40].ClS(N=C=O)(=O)=O. (10) The reactants are: [F:1][C:2]1[CH:3]=[C:4]([CH:8]2[CH2:10][O:9]2)[CH:5]=[CH:6][CH:7]=1.[OH:11][C:12]1[CH:19]=[CH:18][C:15]([CH:16]=[O:17])=[CH:14][CH:13]=1.[OH-].[Na+]. Given the product [F:1][C:2]1[CH:3]=[C:4]([CH:8]([OH:9])[CH2:10][O:11][C:12]2[CH:19]=[CH:18][C:15]([CH:16]=[O:17])=[CH:14][CH:13]=2)[CH:5]=[CH:6][CH:7]=1, predict the reactants needed to synthesize it.